From a dataset of Reaction yield outcomes from USPTO patents with 853,638 reactions. Predict the reaction yield, written as a fraction of the theoretical maximum amount of product (1.0 means a 100% yield; for example, 0.34 means a 34% yield). The reactants are C(NC(C)C)(C)C.C([Li])CCC.[CH2:13]([SnH:17]([CH2:22][CH2:23][CH2:24][CH3:25])[CH2:18][CH2:19][CH2:20][CH3:21])[CH2:14][CH2:15][CH3:16].[CH2:26]([O:33][C:34]1[CH:41]=[CH:40][C:37]([CH2:38]Cl)=[CH:36][CH:35]=1)[C:27]1[CH:32]=[CH:31][CH:30]=[CH:29][CH:28]=1. The catalyst is O1CCCC1. The product is [CH2:26]([O:33][C:34]1[CH:41]=[CH:40][C:37]([CH2:38][Sn:17]([CH2:18][CH2:19][CH2:20][CH3:21])([CH2:22][CH2:23][CH2:24][CH3:25])[CH2:13][CH2:14][CH2:15][CH3:16])=[CH:36][CH:35]=1)[C:27]1[CH:32]=[CH:31][CH:30]=[CH:29][CH:28]=1. The yield is 0.830.